This data is from Full USPTO retrosynthesis dataset with 1.9M reactions from patents (1976-2016). The task is: Predict the reactants needed to synthesize the given product. (1) Given the product [F:23][C@H:11]1[C@H:10]([CH2:9][O:8][C:7]2[C:2]([NH2:1])=[N:3][CH:4]=[N:5][CH:6]=2)[CH2:15][CH2:14][NH:13][CH2:12]1, predict the reactants needed to synthesize it. The reactants are: [NH2:1][C:2]1[C:7]([O:8][CH2:9][C@@H:10]2[CH2:15][CH2:14][N:13](C(OC(C)(C)C)=O)[CH2:12][C@H:11]2[F:23])=[CH:6][N:5]=[CH:4][N:3]=1.C(O)(C(F)(F)F)=O.CO. (2) Given the product [CH2:9]([C:8]([C:7]1[C:2]([CH3:1])=[N:3][CH:4]=[CH:5][CH:6]=1)([O:13][CH3:16])[CH2:11][CH3:12])[CH3:10], predict the reactants needed to synthesize it. The reactants are: [CH3:1][C:2]1[C:7]([C:8]([OH:13])([CH2:11][CH3:12])[CH2:9][CH3:10])=[CH:6][CH:5]=[CH:4][N:3]=1.[OH-].[Na+].[CH3:16]I. (3) Given the product [CH2:3]([O:2][CH2:1][CH3:26])[CH3:4].[CH3:1][CH:29]([OH:31])[CH3:28], predict the reactants needed to synthesize it. The reactants are: [CH3:1][O:2][C:3](=O)[C:4]1C=CC(CN2CCCCC2)=CC=1.[H-].[Al+3].[Li+].[H-].[H-].[H-].[Cl-].[NH4+].[C:26](O)(=O)/C=[CH:28]\[C:29]([OH:31])=O. (4) Given the product [Cl:23][C:9]1[N:8]=[CH:7][C:6]([C:11]2[C:16]([C:17]([F:20])([F:19])[F:18])=[CH:15][CH:14]=[CH:13][N:12]=2)=[CH:5][C:4]=1[N+:1]([O-:3])=[O:2], predict the reactants needed to synthesize it. The reactants are: [N+:1]([C:4]1[C:9](=O)[NH:8][CH:7]=[C:6]([C:11]2[C:16]([C:17]([F:20])([F:19])[F:18])=[CH:15][CH:14]=[CH:13][N:12]=2)[CH:5]=1)([O-:3])=[O:2].S(Cl)([Cl:23])=O. (5) The reactants are: [OH:1][C:2]1[CH:7]=[C:6]([O:8][CH3:9])[CH:5]=[CH:4][C:3]=1[C:10]([C:12]1[CH:17]=[CH:16][C:15]([O:18][CH2:19][C:20]2[N:21]=[C:22]([C:26]3[CH:31]=[CH:30][CH:29]=[CH:28][CH:27]=3)[O:23][C:24]=2[CH3:25])=[CH:14][CH:13]=1)=[O:11].Br[C:33]1([C:37]([O:39]CC)=[O:38])[CH2:36][CH2:35][CH2:34]1.C(=O)([O-])[O-].[K+].[K+].S([O-])([O-])(=O)=O.[Mg+2]. Given the product [CH3:9][O:8][C:6]1[CH:5]=[CH:4][C:3]([C:10](=[O:11])[C:12]2[CH:13]=[CH:14][C:15]([O:18][CH2:19][C:20]3[N:21]=[C:22]([C:26]4[CH:27]=[CH:28][CH:29]=[CH:30][CH:31]=4)[O:23][C:24]=3[CH3:25])=[CH:16][CH:17]=2)=[C:2]([CH:7]=1)[O:1][C:33]1([C:37]([OH:39])=[O:38])[CH2:36][CH2:35][CH2:34]1, predict the reactants needed to synthesize it. (6) Given the product [I:45][CH2:2][C:3]1[CH:4]=[C:5]2[C:9](=[C:10]([N+:12]([O-:14])=[O:13])[CH:11]=1)[NH:8][C:7]([C:15]1[CH:20]=[CH:19][CH:18]=[CH:17][CH:16]=1)=[CH:6]2, predict the reactants needed to synthesize it. The reactants are: O[CH2:2][C:3]1[CH:4]=[C:5]2[C:9](=[C:10]([N+:12]([O-:14])=[O:13])[CH:11]=1)[NH:8][C:7]([C:15]1[CH:20]=[CH:19][CH:18]=[CH:17][CH:16]=1)=[CH:6]2.N1C=CN=C1.C1(P(C2C=CC=CC=2)C2C=CC=CC=2)C=CC=CC=1.[I:45]I. (7) Given the product [C:13]12([CH:23]([OH:52])[CH2:24][N:25]3[C:30](=[O:31])[C:29]([CH2:32][C:33]4[CH:34]=[CH:35][C:36]([C:39]5[CH:44]=[CH:43][CH:42]=[CH:41][C:40]=5[C:45]5[NH:3][C:4](=[O:7])[O:5][N:46]=5)=[CH:37][CH:38]=4)=[C:28]([CH2:47][CH2:48][CH2:49][CH3:50])[N:27]=[C:26]3[CH3:51])[CH2:20][CH:19]3[CH2:21][CH:15]([CH2:16][CH:17]([CH2:18]3)[CH2:22]1)[CH2:14]2, predict the reactants needed to synthesize it. The reactants are: [Cl-].O[NH3+:3].[C:4](=[O:7])([O-])[OH:5].[Na+].CS(C)=O.[C:13]12([CH:23]([O:52][Si](C(C)(C)C)(C)C)[CH2:24][N:25]3[C:30](=[O:31])[C:29]([CH2:32][C:33]4[CH:38]=[CH:37][C:36]([C:39]5[C:40]([C:45]#[N:46])=[CH:41][CH:42]=[CH:43][CH:44]=5)=[CH:35][CH:34]=4)=[C:28]([CH2:47][CH2:48][CH2:49][CH3:50])[N:27]=[C:26]3[CH3:51])[CH2:22][CH:17]3[CH2:18][CH:19]([CH2:21][CH:15]([CH2:16]3)[CH2:14]1)[CH2:20]2. (8) Given the product [C:1]([C:5]1[C:6]([Cl:34])=[C:7]([C:11]2[NH:33][C:14]3[C:15]([O:29][CH2:30][C:31]([OH:39])=[O:32])=[N:16][C:17]([C:19]4[CH:24]=[CH:23][CH:22]=[CH:21][C:20]=4[C:25]([F:28])([F:27])[F:26])=[CH:18][C:13]=3[N:12]=2)[N:8]([CH3:10])[N:9]=1)([CH3:4])([CH3:2])[CH3:3], predict the reactants needed to synthesize it. The reactants are: [C:1]([C:5]1[C:6]([Cl:34])=[C:7]([C:11]2[NH:33][C:14]3[C:15]([O:29][CH2:30][CH:31]=[O:32])=[N:16][C:17]([C:19]4[CH:24]=[CH:23][CH:22]=[CH:21][C:20]=4[C:25]([F:28])([F:27])[F:26])=[CH:18][C:13]=3[N:12]=2)[N:8]([CH3:10])[N:9]=1)([CH3:4])([CH3:3])[CH3:2].C([OH:39])(C)(C)C.CC(=CC)C.O.Cl([O-])=O.[Na+].P([O-])(O)(O)=O.[Na+].[OH-].[Na+].